Predict the reactants needed to synthesize the given product. From a dataset of Full USPTO retrosynthesis dataset with 1.9M reactions from patents (1976-2016). The reactants are: [CH3:1][O:2][C:3](=[O:42])[CH2:4][C@H:5]1[C:9]2[CH:10]=[CH:11][C:12]([O:14][CH2:15][C:16]3[CH:17]=[C:18]([C:22]4[C:27]([CH3:28])=[CH:26][C:25]([O:29][CH:30]5[CH2:33][N:32](C(OC(C)(C)C)=O)[CH2:31]5)=[CH:24][C:23]=4[CH3:41])[CH:19]=[CH:20][CH:21]=3)=[CH:13][C:8]=2[O:7][CH2:6]1.[F:43][C:44]([F:49])([F:48])[C:45]([OH:47])=[O:46]. Given the product [F:43][C:44]([F:49])([F:48])[C:45]([OH:47])=[O:46].[NH:32]1[CH2:33][CH:30]([O:29][C:25]2[CH:24]=[C:23]([CH3:41])[C:22]([C:18]3[CH:19]=[CH:20][CH:21]=[C:16]([CH2:15][O:14][C:12]4[CH:11]=[CH:10][C:9]5[C@H:5]([CH2:4][C:3]([O:2][CH3:1])=[O:42])[CH2:6][O:7][C:8]=5[CH:13]=4)[CH:17]=3)=[C:27]([CH3:28])[CH:26]=2)[CH2:31]1, predict the reactants needed to synthesize it.